This data is from Full USPTO retrosynthesis dataset with 1.9M reactions from patents (1976-2016). The task is: Predict the reactants needed to synthesize the given product. (1) Given the product [NH2:1][C:2]1[CH:7]=[CH:6][C:5]([C:8]2[S:9][CH:10]=[CH:11][CH:12]=2)=[CH:4][C:3]=1[NH:13][C:14]([C:16]1[S:20][C:19]2[CH:21]=[CH:22][C:23]([C:27]3[CH:28]=[N:29][CH:30]=[CH:31][CH:32]=3)=[CH:24][C:18]=2[CH:17]=1)=[O:15], predict the reactants needed to synthesize it. The reactants are: [NH2:1][C:2]1[CH:7]=[CH:6][C:5]([C:8]2[S:9][CH:10]=[CH:11][CH:12]=2)=[CH:4][C:3]=1[NH:13][C:14]([C:16]1[S:20][C:19]2[CH:21]=[CH:22][C:23](Br)=[CH:24][C:18]=2[CH:17]=1)=[O:15].B(O)(O)[C:27]1[CH:32]=[CH:31][CH:30]=[N:29][CH:28]=1.CC1C(P(C2C(C)=CC=CC=2)C2C(C)=CC=CC=2)=CC=CC=1.C(=O)([O-])[O-].[K+].[K+]. (2) Given the product [F:21][C:22]([F:35])([F:36])[C:23]1[CH:24]=[C:25]([NH:33][NH:34][C:8](=[O:10])[CH:7]([N:6]2[CH2:5][CH2:4][N:3]3[CH2:17][CH2:18][CH2:19][C@H:2]3[CH2:1]2)[C:11]2[CH:12]=[N:13][CH:14]=[CH:15][CH:16]=2)[CH:26]=[C:27]([C:29]([F:32])([F:30])[F:31])[CH:28]=1, predict the reactants needed to synthesize it. The reactants are: [CH2:1]1[N:6]([CH:7]([C:11]2[CH:12]=[N:13][CH:14]=[CH:15][CH:16]=2)[C:8]([O-:10])=O)[CH2:5][CH2:4][N:3]2[CH2:17][CH2:18][CH2:19][C@@H:2]12.[K+].[F:21][C:22]([F:36])([F:35])[C:23]1[CH:24]=[C:25]([NH:33][NH2:34])[CH:26]=[C:27]([C:29]([F:32])([F:31])[F:30])[CH:28]=1.F[P-](F)(F)(F)(F)F.N1(O[P+](N(C)C)(N(C)C)N(C)C)C2C=CC=CC=2N=N1. (3) The reactants are: [C:1]([O:5][C:6](=[O:27])[NH:7][C:8]1[CH2:9][O:10][CH2:11][C:12]([CH:24]([F:26])[F:25])([C:14]2[CH:19]=[C:18]([N+:20]([O-])=O)[CH:17]=[CH:16][C:15]=2[F:23])[N:13]=1)([CH3:4])([CH3:3])[CH3:2].[H][H]. Given the product [C:1]([O:5][C:6](=[O:27])[NH:7][C:8]1[CH2:9][O:10][CH2:11][C:12]([C:14]2[CH:19]=[C:18]([NH2:20])[CH:17]=[CH:16][C:15]=2[F:23])([CH:24]([F:26])[F:25])[N:13]=1)([CH3:4])([CH3:2])[CH3:3], predict the reactants needed to synthesize it. (4) Given the product [Cl:10][C:11]1[CH:12]=[C:13]([NH:14][C:2]2[N:7]=[C:6]([NH:14][C:13]3[CH:15]=[CH:16][C:17]([F:18])=[C:11]([Cl:10])[CH:12]=3)[CH:5]=[CH:4][N:3]=2)[CH:15]=[CH:16][C:17]=1[F:18], predict the reactants needed to synthesize it. The reactants are: Cl[C:2]1[N:7]=[C:6](Cl)[C:5](F)=[CH:4][N:3]=1.[Cl:10][C:11]1[CH:12]=[C:13]([CH:15]=[CH:16][C:17]=1[F:18])[NH2:14].